Predict the reaction yield, written as a fraction of the theoretical maximum amount of product (1.0 means a 100% yield; for example, 0.34 means a 34% yield). From a dataset of Reaction yield outcomes from USPTO patents with 853,638 reactions. (1) The product is [Cl:15][C:6]1[C:7]2[C:8](=[O:9])[N:10]([CH3:14])[CH2:11][C:12]=2[CH:13]=[CH:4][N:5]=1. The catalyst is [N+](C1C=CC=CC=1)([O-])=O. The yield is 0.560. The reactants are ClC1[C:7]([C:8]([N:10]([CH3:14])[CH2:11][C:12]#[CH:13])=[O:9])=[C:6]([Cl:15])[N:5]=[CH:4]N=1. (2) The reactants are Cl[CH2:2][CH2:3][N:4]([CH2:19][CH2:20]Cl)[C:5]1[C:6]([CH3:18])=[C:7]([CH3:17])[C:8]2[O:12][C:11]([CH3:14])([CH3:13])[CH2:10][C:9]=2[C:15]=1[CH3:16].[O:22]1[CH:26]=[CH:25][C:24]([NH2:27])=[N:23]1. No catalyst specified. The product is [O:22]1[CH:26]=[CH:25][C:24]([N:27]2[CH2:20][CH2:19][N:4]([C:5]3[C:6]([CH3:18])=[C:7]([CH3:17])[C:8]4[O:12][C:11]([CH3:14])([CH3:13])[CH2:10][C:9]=4[C:15]=3[CH3:16])[CH2:3][CH2:2]2)=[N:23]1. The yield is 0.0900. (3) The reactants are Cl[C:2]1[N:7]2[N:8]=[C:9]([CH3:11])[CH:10]=[C:6]2[N:5]=[C:4]([NH:12][C:13](=[O:25])[C:14]2[CH:19]=[CH:18][C:17]([O:20][C:21]([F:24])([F:23])[F:22])=[CH:16][CH:15]=2)[CH:3]=1.Cl.[NH:27]1[CH2:32][CH2:31][CH:30]([CH2:33][C:34]([NH2:36])=[O:35])[CH2:29][CH2:28]1.C(N(CC)C(C)C)(C)C. The catalyst is CN(C=O)C.CS(C)=O.CO. The product is [NH2:36][C:34](=[O:35])[CH2:33][CH:30]1[CH2:31][CH2:32][N:27]([C:2]2[N:7]3[N:8]=[C:9]([CH3:11])[CH:10]=[C:6]3[N:5]=[C:4]([NH:12][C:13](=[O:25])[C:14]3[CH:19]=[CH:18][C:17]([O:20][C:21]([F:24])([F:23])[F:22])=[CH:16][CH:15]=3)[CH:3]=2)[CH2:28][CH2:29]1. The yield is 0.150. (4) The reactants are O.[NH2:2][NH2:3].[Cl:4][C:5]1[N:6]=[C:7](Cl)[C:8]2[S:13][CH:12]=[C:11]([CH3:14])[C:9]=2[N:10]=1. The catalyst is CCO. The product is [Cl:4][C:5]1[N:6]=[C:7]([NH:2][NH2:3])[C:8]2[S:13][CH:12]=[C:11]([CH3:14])[C:9]=2[N:10]=1. The yield is 0.900. (5) The catalyst is C1COCC1. The reactants are [NH:1]1[C:5]2[CH:6]=[CH:7][CH:8]=[CH:9][C:4]=2[N:3]=[C:2]1[S:10][CH2:11][C:12]([N:14]1[C:23]2[C:18](=[CH:19][CH:20]=[CH:21][CH:22]=2)[CH2:17][CH2:16][CH2:15]1)=[O:13].S([C:34]#[N:35])(C1C=CC(C)=CC=1)(=O)=O. The yield is 0.590. The product is [N:14]1([C:12](=[O:13])[CH2:11][S:10][C:2]2[N:3]([C:34]#[N:35])[C:4]3[CH:9]=[CH:8][CH:7]=[CH:6][C:5]=3[N:1]=2)[C:23]2[C:18](=[CH:19][CH:20]=[CH:21][CH:22]=2)[CH2:17][CH2:16][CH2:15]1. (6) The reactants are Cl.[CH3:2][C:3]1[N:4]=[C:5]([NH2:9])[S:6][C:7]=1[CH3:8].C(N(CC)CC)C.[C:17]12([C:27](Cl)=[O:28])[CH2:26][CH:21]3[CH2:22][CH:23]([CH2:25][CH:19]([CH2:20]3)[CH2:18]1)[CH2:24]2. The catalyst is C1COCC1. The product is [CH3:2][C:3]1[N:4]=[C:5]([NH:9][C:27]([C:17]23[CH2:26][CH:21]4[CH2:20][CH:19]([CH2:25][CH:23]([CH2:22]4)[CH2:24]2)[CH2:18]3)=[O:28])[S:6][C:7]=1[CH3:8]. The yield is 0.740.